From a dataset of Full USPTO retrosynthesis dataset with 1.9M reactions from patents (1976-2016). Predict the reactants needed to synthesize the given product. (1) Given the product [C:17]([O:16][C:14]([NH:13][C:7]1[CH:8]=[C:9]([Cl:12])[CH:10]=[CH:11][C:6]=1/[CH:5]=[CH:4]/[C:3]([OH:21])=[O:2])=[O:15])([CH3:20])([CH3:18])[CH3:19], predict the reactants needed to synthesize it. The reactants are: C[O:2][C:3](=[O:21])/[CH:4]=[CH:5]/[C:6]1[CH:11]=[CH:10][C:9]([Cl:12])=[CH:8][C:7]=1[NH:13][C:14]([O:16][C:17]([CH3:20])([CH3:19])[CH3:18])=[O:15].[OH-].[Na+].O. (2) Given the product [NH2:37][C:38]([CH3:50])([CH3:49])[CH2:39][O:40][C:41]1[CH:46]=[CH:45][C:44]([CH2:47][CH2:2][CH2:1][NH:3][C:4]2[CH:9]=[C:8]([O:10][CH3:11])[C:7]([O:12][CH3:13])=[CH:6][C:5]=2[C@@H:14]2[CH2:23][CH2:22][C:21]3[CH:20]=[C:19]([OH:24])[CH:18]=[CH:17][C:16]=3[CH2:15]2)=[CH:43][CH:42]=1, predict the reactants needed to synthesize it. The reactants are: [CH2:1]([NH:3][C:4]1[CH:9]=[C:8]([O:10][CH3:11])[C:7]([O:12][CH3:13])=[CH:6][C:5]=1[C@@H:14]1[CH2:23][CH2:22][C:21]2[CH:20]=[C:19]([O:24]C(=O)C(C)(C)C)[CH:18]=[CH:17][C:16]=2[CH2:15]1)[CH3:2].C(OC(=O)[NH:37][C:38]([CH3:50])([CH3:49])[CH2:39][O:40][C:41]1[CH:46]=[CH:45][C:44]([CH:47]=O)=[CH:43][CH:42]=1)(C)(C)C.